This data is from Catalyst prediction with 721,799 reactions and 888 catalyst types from USPTO. The task is: Predict which catalyst facilitates the given reaction. (1) Reactant: [NH2:1][C:2]1[NH:3][N:4]([C:7]2[CH:12]=[CH:11][C:10]([O:13][CH2:14][C:15]3[CH:20]=[CH:19][CH:18]=[CH:17][CH:16]=3)=[CH:9][C:8]=2[F:21])[CH2:5][CH:6]=1. Product: [NH2:1][C:2]1[CH:6]=[CH:5][N:4]([C:7]2[CH:12]=[CH:11][C:10]([O:13][CH2:14][C:15]3[CH:20]=[CH:19][CH:18]=[CH:17][CH:16]=3)=[CH:9][C:8]=2[F:21])[N:3]=1. The catalyst class is: 177. (2) Reactant: [CH3:1][N:2]1[C:6]([C:7]([NH2:9])=[O:8])=[C:5]([N+:10]([O-])=O)[C:4]([CH3:13])=[N:3]1. Product: [NH2:10][C:5]1[C:4]([CH3:13])=[N:3][N:2]([CH3:1])[C:6]=1[C:7]([NH2:9])=[O:8]. The catalyst class is: 696. (3) Reactant: [OH:1]/[N:2]=[C:3](\[NH2:11])/[C:4]1[CH:9]=[CH:8][C:7]([OH:10])=[CH:6][CH:5]=1.[O:12]=[C:13]1[C:18]([C:25]2[CH:30]=[CH:29][CH:28]=[CH:27][CH:26]=2)([C:19]2[CH:24]=[CH:23][CH:22]=[CH:21][CH:20]=2)[CH2:17][CH2:16][CH2:15][N:14]1[CH2:31][C:32](O)=O.Cl.C(N=C=NCCCN(C)C)C. Product: [OH:10][C:7]1[CH:8]=[CH:9][C:4]([C:3]2[N:11]=[C:32]([CH2:31][N:14]3[CH2:15][CH2:16][CH2:17][C:18]([C:25]4[CH:30]=[CH:29][CH:28]=[CH:27][CH:26]=4)([C:19]4[CH:24]=[CH:23][CH:22]=[CH:21][CH:20]=4)[C:13]3=[O:12])[O:1][N:2]=2)=[CH:5][CH:6]=1. The catalyst class is: 68. (4) Reactant: Br[CH2:2][C:3]([C:5]1[CH:10]=[CH:9][N:8]=[C:7]([CH3:11])[CH:6]=1)=O.[CH3:12][C:13]1[CH:14]=[C:15]([NH:19][C:20]([NH2:22])=[S:21])[CH:16]=[CH:17][CH:18]=1.N. Product: [CH3:12][C:13]1[CH:14]=[C:15]([NH:19][C:20]2[S:21][CH:2]=[C:3]([C:5]3[CH:10]=[CH:9][N:8]=[C:7]([CH3:11])[CH:6]=3)[N:22]=2)[CH:16]=[CH:17][CH:18]=1. The catalyst class is: 88. (5) Reactant: [H-].[Na+].[C:3]([C:6]1[C:18]([O:19][CH3:20])=[CH:17][C:16]2[NH:15][C:14]3[CH:13]=[CH:12][C:11]4[C:21](=[O:24])[CH2:22][CH2:23][C:10]=4[C:9]=3[C:8]=2[CH:7]=1)(=[O:5])[CH3:4].[H][H].Cl.[CH3:28][N:29]([CH3:34])[CH2:30][CH2:31][CH2:32]Cl.Cl. Product: [C:3]([C:6]1[C:18]([O:19][CH3:20])=[CH:17][C:16]2[N:15]([CH2:32][CH2:31][CH2:30][N:29]([CH3:34])[CH3:28])[C:14]3[CH:13]=[CH:12][C:11]4[C:21](=[O:24])[CH2:22][CH2:23][C:10]=4[C:9]=3[C:8]=2[CH:7]=1)(=[O:5])[CH3:4]. The catalyst class is: 2. (6) Reactant: [NH:1]1[C:9]2[CH:8]=[CH:7][CH:6]=[C:5]([C:10]([OH:12])=O)[C:4]=2[CH:3]=[CH:2]1.[C:13](C1NC=CN=1)([C:15]1N[CH:17]=[CH:18][N:19]=1)=[O:14].N1CCOCC1. Product: [NH:1]1[C:9]2[C:4](=[C:5]([C:10]([N:19]3[CH2:15][CH2:13][O:14][CH2:17][CH2:18]3)=[O:12])[CH:6]=[CH:7][CH:8]=2)[CH:3]=[CH:2]1. The catalyst class is: 1. (7) Reactant: [N+:1]([C:4]1[CH:5]=[C:6]([OH:10])[CH:7]=[CH:8][CH:9]=1)([O-:3])=[O:2].Br[C:12]([CH3:19])([CH3:18])[C:13]([O:15][CH2:16][CH3:17])=[O:14].C([O-])([O-])=O.[K+].[K+].[I-].[K+].C([O-])(O)=O.[Na+]. Product: [CH3:18][C:12]([O:10][C:6]1[CH:7]=[CH:8][CH:9]=[C:4]([N+:1]([O-:3])=[O:2])[CH:5]=1)([CH3:19])[C:13]([O:15][CH2:16][CH3:17])=[O:14]. The catalyst class is: 8.